Dataset: Catalyst prediction with 721,799 reactions and 888 catalyst types from USPTO. Task: Predict which catalyst facilitates the given reaction. (1) Reactant: [N+:1]([C:4]1[CH:9]=[CH:8][C:7]([S:10]([O:13][C:14]2[CH:19]=[CH:18][C:17]([CH3:20])=[CH:16][CH:15]=2)(=[O:12])=[O:11])=[CH:6][CH:5]=1)([O-])=O.[NH4+].[Cl-]. Product: [NH2:1][C:4]1[CH:9]=[CH:8][C:7]([S:10]([O:13][C:14]2[CH:19]=[CH:18][C:17]([CH3:20])=[CH:16][CH:15]=2)(=[O:12])=[O:11])=[CH:6][CH:5]=1. The catalyst class is: 314. (2) Reactant: [CH3:1][O:2][C:3](=[O:33])[C@@H:4]([NH:25]C(OC(C)(C)C)=O)[CH2:5][C:6]1[CH:11]=[CH:10][C:9]([NH:12][C:13]2[C:22]([C:23]#[N:24])=[CH:21][C:20]3[C:15](=[CH:16][CH:17]=[N:18][CH:19]=3)[N:14]=2)=[CH:8][CH:7]=1.[ClH:34]. Product: [ClH:34].[CH3:1][O:2][C:3](=[O:33])[C@@H:4]([NH2:25])[CH2:5][C:6]1[CH:7]=[CH:8][C:9]([NH:12][C:13]2[C:22]([C:23]#[N:24])=[CH:21][C:20]3[C:15](=[CH:16][CH:17]=[N:18][CH:19]=3)[N:14]=2)=[CH:10][CH:11]=1. The catalyst class is: 12. (3) Reactant: [F-].C([N+](CCCC)(CCCC)CCCC)CCC.[Si]([O:26][CH:27]([C:55]1[CH:62]=[CH:61][C:58]([C:59]#[N:60])=[CH:57][CH:56]=1)[CH2:28][O:29][CH2:30][C:31]1[N:32]=[CH:33][N:34]([C:36]([C:49]2[CH:54]=[CH:53][CH:52]=[CH:51][CH:50]=2)([C:43]2[CH:48]=[CH:47][CH:46]=[CH:45][CH:44]=2)[C:37]2[CH:42]=[CH:41][CH:40]=[CH:39][CH:38]=2)[CH:35]=1)(C(C)(C)C)(C)C. Product: [OH:26][CH:27]([C:55]1[CH:56]=[CH:57][C:58]([C:59]#[N:60])=[CH:61][CH:62]=1)[CH2:28][O:29][CH2:30][C:31]1[N:32]=[CH:33][N:34]([C:36]([C:43]2[CH:44]=[CH:45][CH:46]=[CH:47][CH:48]=2)([C:37]2[CH:42]=[CH:41][CH:40]=[CH:39][CH:38]=2)[C:49]2[CH:50]=[CH:51][CH:52]=[CH:53][CH:54]=2)[CH:35]=1. The catalyst class is: 30. (4) The catalyst class is: 47. Product: [CH3:1][S:2]([C:3]1[CH:4]=[CH:5][C:6]([B:9]([OH:11])[OH:10])=[CH:7][CH:8]=1)=[O:13]. Reactant: [CH3:1][S:2][C:3]1[CH:8]=[CH:7][C:6]([B:9]([OH:11])[OH:10])=[CH:5][CH:4]=1.C(=O)(O)[O-:13].[Na+].